From a dataset of Forward reaction prediction with 1.9M reactions from USPTO patents (1976-2016). Predict the product of the given reaction. (1) Given the reactants Cl[C:2]1[N:7]2[N:8]=[C:9]([CH3:11])[CH:10]=[C:6]2[N:5]=[C:4]([NH:12][C:13](=[O:24])[C:14]2[CH:19]=[CH:18][C:17]([C:20]([OH:23])([CH3:22])[CH3:21])=[CH:16][CH:15]=2)[CH:3]=1.Cl.[NH:26]1[CH2:31][CH2:30][CH:29]([CH2:32][C:33]([NH2:35])=[O:34])[CH2:28][CH2:27]1.C(N(CC)C(C)C)(C)C, predict the reaction product. The product is: [NH2:35][C:33](=[O:34])[CH2:32][CH:29]1[CH2:30][CH2:31][N:26]([C:2]2[N:7]3[N:8]=[C:9]([CH3:11])[CH:10]=[C:6]3[N:5]=[C:4]([NH:12][C:13](=[O:24])[C:14]3[CH:19]=[CH:18][C:17]([C:20]([OH:23])([CH3:22])[CH3:21])=[CH:16][CH:15]=3)[CH:3]=2)[CH2:27][CH2:28]1. (2) Given the reactants I[C:2]1[C:3]([O:12][CH2:13][C:14]2[CH:19]=[CH:18][CH:17]=[CH:16][CH:15]=2)=[N:4][CH:5]=[C:6]([C:8]([F:11])([F:10])[F:9])[CH:7]=1.C([Mg]Cl)(C)C.C(OCC)C.[B:30](OC)([O:33]C)[O:31]C.[OH-].[Na+], predict the reaction product. The product is: [C:14]1([CH2:13][O:12][C:3]2[C:2]([B:30]([OH:33])[OH:31])=[CH:7][C:6]([C:8]([F:11])([F:10])[F:9])=[CH:5][N:4]=2)[CH:19]=[CH:18][CH:17]=[CH:16][CH:15]=1. (3) Given the reactants Br[CH2:2][CH2:3][CH2:4][O:5][C:6]1[C:7]([O:26][CH3:27])=[CH:8][CH:9]=[C:10]2[C:15]=1[NH:14][C:13](=[O:16])[CH:12]=[C:11]2[NH:17][C:18]1[C:23]([Cl:24])=[CH:22][N:21]=[CH:20][C:19]=1[Cl:25].[NH:28]1[CH2:33][CH2:32][O:31][CH2:30][CH2:29]1, predict the reaction product. The product is: [Cl:25][C:19]1[CH:20]=[N:21][CH:22]=[C:23]([Cl:24])[C:18]=1[NH:17][C:11]1[C:10]2[C:15](=[C:6]([O:5][CH2:4][CH2:3][CH2:2][N:28]3[CH2:33][CH2:32][O:31][CH2:30][CH2:29]3)[C:7]([O:26][CH3:27])=[CH:8][CH:9]=2)[NH:14][C:13](=[O:16])[CH:12]=1. (4) Given the reactants [C:1]([C:5]1[CH:24]=[CH:23][C:8]([O:9][C:10]2[CH:19]=[C:18]3[C:13]([CH:14]=[C:15]([C:20](O)=[O:21])[N:16]=[CH:17]3)=[CH:12][CH:11]=2)=[CH:7][CH:6]=1)([CH3:4])([CH3:3])[CH3:2].[CH3:25][O:26][C:27](=[O:38])[C@@H:28]([NH2:37])[CH2:29][C:30]1[CH:35]=[CH:34][C:33]([Br:36])=[CH:32][CH:31]=1, predict the reaction product. The product is: [CH3:25][O:26][C:27](=[O:38])[C@@H:28]([NH:37][C:20]([C:15]1[N:16]=[CH:17][C:18]2[C:13]([CH:14]=1)=[CH:12][CH:11]=[C:10]([O:9][C:8]1[CH:23]=[CH:24][C:5]([C:1]([CH3:4])([CH3:3])[CH3:2])=[CH:6][CH:7]=1)[CH:19]=2)=[O:21])[CH2:29][C:30]1[CH:35]=[CH:34][C:33]([Br:36])=[CH:32][CH:31]=1. (5) Given the reactants [C:1]([C:3]1[CH:4]=[C:5]([C:16]2[CH:21]=[CH:20][N:19]=[C:18]([NH:22][C:23]3[N:27]([CH3:28])[N:26]=[C:25]([C:29]([OH:31])=O)[CH:24]=3)[N:17]=2)[CH:6]=[CH:7][C:8]=1[O:9][CH:10]1[CH2:15][CH2:14][O:13][CH2:12][CH2:11]1)#[N:2].C(C1C=C(C2C=CN=C(NC3N(C)[N:57]=[C:56]([C:60]([O:62][CH2:63]C)=O)C=3)N=2)C=CC=1OC1CCOCC1)#N.[OH-].[Na+].[CH3:67]CO, predict the reaction product. The product is: [CH3:63][O:62][CH:60]1[CH2:67][N:57]([C:29]([C:25]2[CH:24]=[C:23]([NH:22][C:18]3[N:17]=[C:16]([C:5]4[CH:6]=[CH:7][C:8]([O:9][CH:10]5[CH2:11][CH2:12][O:13][CH2:14][CH2:15]5)=[C:3]([CH:4]=4)[C:1]#[N:2])[CH:21]=[CH:20][N:19]=3)[N:27]([CH3:28])[N:26]=2)=[O:31])[CH2:56]1.